This data is from Full USPTO retrosynthesis dataset with 1.9M reactions from patents (1976-2016). The task is: Predict the reactants needed to synthesize the given product. (1) Given the product [C:1]1([C:7]2[O:8][C:9]([C:16]3[CH:15]=[CH:3][CH:2]=[CH:1][CH:6]=3)=[CH:10][N:11]=2)[CH:2]=[CH:3][CH:4]=[CH:5][CH:6]=1, predict the reactants needed to synthesize it. The reactants are: [C:1]1([C:7]2[O:8][CH:9]=[CH:10][N:11]=2)[CH:6]=[CH:5][CH:4]=[CH:3][CH:2]=1.O1[CH:16]=[CH:15]N=C1. (2) Given the product [CH2:1]([O:3][C:4]([C:6]1[C:7]2[CH:15]=[N:14][NH:13][C:8]=2[N:9]=[C:10]([Cl:18])[CH:11]=1)=[O:5])[CH3:2], predict the reactants needed to synthesize it. The reactants are: [CH2:1]([O:3][C:4]([C:6]1[C:7]2[CH:15]=[N:14][NH:13][C:8]=2[N:9]=[C:10](O)[CH:11]=1)=[O:5])[CH3:2].P(Cl)(Cl)([Cl:18])=O. (3) Given the product [CH:1]1[C:10]2[C:5](=[CH:6][C:7]([C:11]3[S:15][C:14]([N:16]4[C@@H:25]([CH2:26][NH2:27])[CH2:24][C:23]5[C:18](=[CH:19][CH:20]=[CH:21][CH:22]=5)[CH2:17]4)=[N:13][N:12]=3)=[CH:8][CH:9]=2)[CH:4]=[CH:3][N:2]=1, predict the reactants needed to synthesize it. The reactants are: [CH:1]1[C:10]2[C:5](=[CH:6][C:7]([C:11]3[S:15][C:14]([N:16]4[C@@H:25]([CH2:26][N:27]5C(=O)C6C=CC=CC=6C5=O)[CH2:24][C:23]5[C:18](=[CH:19][CH:20]=[CH:21][CH:22]=5)[CH2:17]4)=[N:13][N:12]=3)=[CH:8][CH:9]=2)[CH:4]=[CH:3][N:2]=1.C1C2C(=CC(C3SC(N[C@H](CC4C=CC=CC=4)CN4C(=O)C5C=CC=CC=5C4=O)=NN=3)=CC=2)C=CN=1.C(O)=O.C=O. (4) The reactants are: [Cl:1][C:2]1[CH:3]=[C:4]([CH:8]=[C:9]([Cl:11])[CH:10]=1)[C:5](Cl)=[O:6].Cl.[CH3:13][NH:14][O:15][CH3:16].N1C=CC=CC=1. Given the product [Cl:1][C:2]1[CH:3]=[C:4]([CH:8]=[C:9]([Cl:11])[CH:10]=1)[C:5]([N:14]([O:15][CH3:16])[CH3:13])=[O:6], predict the reactants needed to synthesize it. (5) Given the product [CH2:22]([CH:12]1[C:11]2[C:10]3[CH2:20][CH2:21][NH:6][CH2:7][CH2:8][C:9]=3[CH:17]=[C:16]([I:18])[C:15]=2[CH2:14][CH2:13]1)[CH3:23], predict the reactants needed to synthesize it. The reactants are: C(OC([N:6]1[CH2:21][CH2:20][C:10]2[C:11]3[C:12](=O)[CH2:13][CH2:14][C:15]=3[C:16]([I:18])=[CH:17][C:9]=2[CH2:8][CH2:7]1)=O)C.[CH2:22]([Mg]Br)[CH3:23].C(OC(N1CCC2C3C(C4CC4)(O)CCC=3C=CC=2CC1)=O)C. (6) Given the product [N+:18]([C:15]1[CH:14]=[C:9]2[C:8](=[CH:17][CH:16]=1)[NH:3][N:2]=[C:10]2[OH:11])([O-:20])=[O:19], predict the reactants needed to synthesize it. The reactants are: O.[NH2:2][NH2:3].CCO.Cl[C:8]1[CH:17]=[CH:16][C:15]([N+:18]([O-:20])=[O:19])=[CH:14][C:9]=1[C:10](OC)=[O:11].Cl. (7) Given the product [Cl:14][C:15]1[CH:23]=[CH:22][C:21]([I:24])=[CH:20][C:16]=1[C:17]([C:11]1[CH:12]=[CH:13][C:8]([O:7][CH2:5][CH3:6])=[CH:9][CH:10]=1)=[O:18], predict the reactants needed to synthesize it. The reactants are: [Cl-].[Al+3].[Cl-].[Cl-].[CH2:5]([O:7][C:8]1[CH:13]=[CH:12][CH:11]=[CH:10][CH:9]=1)[CH3:6].[Cl:14][C:15]1[CH:23]=[CH:22][C:21]([I:24])=[CH:20][C:16]=1[C:17](Cl)=[O:18]. (8) Given the product [CH2:21]([N:18]1[CH2:19][CH2:20][CH:15]([NH:14][C:2]2[C:11]3[C:6](=[CH:7][CH:8]=[C:9]([O:12][CH3:13])[CH:10]=3)[CH:5]=[N:4][N:3]=2)[CH2:16][CH2:17]1)[C:22]1[CH:23]=[CH:24][CH:25]=[CH:26][CH:27]=1, predict the reactants needed to synthesize it. The reactants are: Cl[C:2]1[C:11]2[C:6](=[CH:7][CH:8]=[C:9]([O:12][CH3:13])[CH:10]=2)[CH:5]=[N:4][N:3]=1.[NH2:14][CH:15]1[CH2:20][CH2:19][N:18]([CH2:21][C:22]2[CH:27]=[CH:26][CH:25]=[CH:24][CH:23]=2)[CH2:17][CH2:16]1.CC(C)([O-])C.[Na+].[Br-].[Li+].[OH-].[Na+]. (9) Given the product [F:32][C:31]([F:34])([F:33])[C:29]([OH:35])=[O:30].[NH2:20][CH2:19][C:18]([C:15]1[CH:14]=[CH:13][C:12]([C:7]2[CH:6]=[N:5][C:4]3[C:9](=[CH:10][CH:11]=[C:2]([Br:1])[CH:3]=3)[N:8]=2)=[CH:17][CH:16]=1)=[O:28], predict the reactants needed to synthesize it. The reactants are: [Br:1][C:2]1[CH:3]=[C:4]2[C:9](=[CH:10][CH:11]=1)[N:8]=[C:7]([C:12]1[CH:17]=[CH:16][C:15]([C:18](=[O:28])[CH2:19][NH:20]C(=O)OC(C)(C)C)=[CH:14][CH:13]=1)[CH:6]=[N:5]2.[C:29]([OH:35])([C:31]([F:34])([F:33])[F:32])=[O:30].